This data is from Forward reaction prediction with 1.9M reactions from USPTO patents (1976-2016). The task is: Predict the product of the given reaction. (1) The product is: [CH2:7]([O:6][P:4]([C:9]1[CH:10]=[C:11]([CH2:15][C:16]([OH:18])=[O:17])[CH:12]=[CH:13][CH:14]=1)([O:3][CH2:1][CH3:2])=[O:5])[CH3:8]. Given the reactants [CH2:1]([O:3][P:4]([C:9]1[CH:10]=[C:11]([CH2:15][C:16]([O:18]CC)=[O:17])[CH:12]=[CH:13][CH:14]=1)([O:6][CH2:7][CH3:8])=[O:5])[CH3:2].O[Li].O, predict the reaction product. (2) Given the reactants [I:1][C:2]1[CH:6]=[CH:5][NH:4][N:3]=1.[Cl:7][C:8]1[C:9](B(O)O)=[CH:10][C:11]([O:14][CH3:15])=[N:12][CH:13]=1.C(=O)([O-])[O-].[Cs+].[Cs+], predict the reaction product. The product is: [Cl:7][C:8]1[C:9]([N:4]2[CH:5]=[CH:6][C:2]([I:1])=[N:3]2)=[CH:10][C:11]([O:14][CH3:15])=[N:12][CH:13]=1. (3) Given the reactants [CH2:1]([N:8]1[CH:12]=[C:11]([C:13](OCC)=[O:14])[C:10]([O:18][CH2:19][C:20]2[CH:25]=[CH:24][C:23]([O:26][CH2:27][C:28]3[N:29]=[C:30]([C:34]4[CH:39]=[CH:38][CH:37]=[CH:36][CH:35]=4)[O:31][C:32]=3[CH3:33])=[C:22]([O:40][CH3:41])[CH:21]=2)=[N:9]1)[C:2]1[CH:7]=[CH:6][CH:5]=[CH:4][CH:3]=1.[H-].[Al+3].[Li+].[H-].[H-].[H-].O.O.O.O.O.O.O.O.O.O.S([O-])([O-])(=O)=O.[Na+].[Na+], predict the reaction product. The product is: [CH2:1]([N:8]1[CH:12]=[C:11]([CH2:13][OH:14])[C:10]([O:18][CH2:19][C:20]2[CH:25]=[CH:24][C:23]([O:26][CH2:27][C:28]3[N:29]=[C:30]([C:34]4[CH:39]=[CH:38][CH:37]=[CH:36][CH:35]=4)[O:31][C:32]=3[CH3:33])=[C:22]([O:40][CH3:41])[CH:21]=2)=[N:9]1)[C:2]1[CH:7]=[CH:6][CH:5]=[CH:4][CH:3]=1. (4) The product is: [N:10]1([C:8]([N:1]2[CH2:7][CH2:6][CH2:5][N:4]([C:33]3[O:34][C:30]4[CH:29]=[CH:28][C:27]([C:26]([F:38])([F:37])[F:25])=[CH:36][C:31]=4[N:32]=3)[CH2:3][CH2:2]2)=[O:9])[CH2:11][CH2:12][O:13][CH2:14][CH2:15]1. Given the reactants [N:1]1([C:8]([N:10]2[CH2:15][CH2:14][O:13][CH2:12][CH2:11]2)=[O:9])[CH2:7][CH2:6][CH2:5][NH:4][CH2:3][CH2:2]1.C(N(CC)C(C)C)(C)C.[F:25][C:26]([F:38])([F:37])[C:27]1[CH:28]=[CH:29][C:30]2[O:34][C:33](S)=[N:32][C:31]=2[CH:36]=1, predict the reaction product.